Dataset: Full USPTO retrosynthesis dataset with 1.9M reactions from patents (1976-2016). Task: Predict the reactants needed to synthesize the given product. (1) The reactants are: [C:1](#N)[CH3:2].[OH2:4].[C:5]1([SiH:11]([CH3:13])[CH3:12])[CH:10]=[CH:9][CH:8]=[CH:7][CH:6]=1.[H][H]. Given the product [O:4]([Si:11]([C:2]1[CH:1]=[CH:9][CH:8]=[CH:7][CH:6]=1)([CH3:12])[CH3:5])[Si:11]([C:5]1[CH:10]=[CH:9][CH:8]=[CH:7][CH:6]=1)([CH3:13])[CH3:12], predict the reactants needed to synthesize it. (2) Given the product [Br:8][C:5]1[CH:4]=[CH:3][C:2]([N:1]2[C:13]([CH3:14])=[CH:12][CH:11]=[C:10]2[CH3:9])=[CH:7][N:6]=1, predict the reactants needed to synthesize it. The reactants are: [NH2:1][C:2]1[CH:3]=[CH:4][C:5]([Br:8])=[N:6][CH:7]=1.[CH3:9][C:10](=O)[CH2:11][CH2:12][C:13](=O)[CH3:14]. (3) Given the product [F:20][C:21]1[CH:26]=[C:25]([O:27][CH3:28])[CH:24]=[C:23]([F:29])[C:22]=1[CH2:30][NH:31][C:2]1[N:7]=[CH:6][C:5]([C:8]2[C:18]([CH3:19])=[CH:17][C:11]3[O:12][C:13]([F:16])([F:15])[O:14][C:10]=3[CH:9]=2)=[CH:4][N:3]=1, predict the reactants needed to synthesize it. The reactants are: Cl[C:2]1[N:7]=[CH:6][C:5]([C:8]2[C:18]([CH3:19])=[CH:17][C:11]3[O:12][C:13]([F:16])([F:15])[O:14][C:10]=3[CH:9]=2)=[CH:4][N:3]=1.[F:20][C:21]1[CH:26]=[C:25]([O:27][CH3:28])[CH:24]=[C:23]([F:29])[C:22]=1[CH2:30][NH2:31]. (4) Given the product [Cl:27][C:24]1[N:23]=[N:22][C:21]([NH:20][C:11]([NH:10][N:1]2[C:9]3[C:4](=[CH:5][CH:6]=[CH:7][CH:8]=3)[CH:3]=[CH:2]2)=[O:19])=[CH:26][CH:25]=1, predict the reactants needed to synthesize it. The reactants are: [N:1]1([NH:10][C:11](=[O:19])OC2C=CC=CC=2)[C:9]2[C:4](=[CH:5][CH:6]=[CH:7][CH:8]=2)[CH:3]=[CH:2]1.[NH2:20][C:21]1[N:22]=[N:23][C:24]([Cl:27])=[CH:25][CH:26]=1.ClCCl. (5) Given the product [NH:1]1[CH:5]=[CH:4][CH:3]=[C:2]1[C:6](=[N:12][NH2:13])[NH2:7], predict the reactants needed to synthesize it. The reactants are: [NH:1]1[CH:5]=[CH:4][CH:3]=[C:2]1[C:6]#[N:7].C[O-].[Na+].O.[NH2:12][NH2:13]. (6) Given the product [CH2:1]([O:3][C:4]([C@@H:6]1[C@@H:8]([C:9](=[O:24])[NH:10][C@@H:11]([CH2:18][C:19]2[N:20]=[CH:21][S:22][CH:23]=2)[C:12]([NH:13][CH2:14][C:15]2[N:27]=[N:26][N:25]([C:28]3[CH:29]=[C:30]([C:38]([F:41])([F:40])[F:39])[CH:31]=[C:32]([C:34]([F:35])([F:36])[F:37])[CH:33]=3)[CH:16]=2)=[O:17])[O:7]1)=[O:5])[CH3:2], predict the reactants needed to synthesize it. The reactants are: [CH2:1]([O:3][C:4]([C@@H:6]1[C@@H:8]([C:9](=[O:24])[NH:10][C@@H:11]([CH2:18][C:19]2[N:20]=[CH:21][S:22][CH:23]=2)[C:12](=[O:17])[NH:13][CH2:14][C:15]#[CH:16])[O:7]1)=[O:5])[CH3:2].[N:25]([C:28]1[CH:33]=[C:32]([C:34]([F:37])([F:36])[F:35])[CH:31]=[C:30]([C:38]([F:41])([F:40])[F:39])[CH:29]=1)=[N+:26]=[N-:27].CCCC[Sn](OC(C)=O)(CCCC)CCCC. (7) The reactants are: Br[C:2]1[CH:7]=[CH:6][C:5]([C:8]2([NH:11][CH2:12][CH2:13][CH3:14])[CH2:10][CH2:9]2)=[CH:4][CH:3]=1.[CH3:15][Si:16]([C:19]#[CH:20])([CH3:18])[CH3:17]. Given the product [CH2:12]([NH:11][C:8]1([C:5]2[CH:6]=[CH:7][C:2]([C:20]#[C:19][Si:16]([CH3:18])([CH3:17])[CH3:15])=[CH:3][CH:4]=2)[CH2:10][CH2:9]1)[CH2:13][CH3:14], predict the reactants needed to synthesize it. (8) Given the product [Cl:11][C:12]1[N:17]2[N:18]=[C:19]([C:21]3[O:22][CH:23]=[CH:24][CH:25]=3)[C:20]([CH:3]=[O:4])=[C:16]2[CH:15]=[CH:14][CH:13]=1, predict the reactants needed to synthesize it. The reactants are: CN(C)[CH:3]=[O:4].P(Cl)(Cl)(Cl)=O.[Cl:11][C:12]1[N:17]2[N:18]=[C:19]([C:21]3[O:22][CH:23]=[CH:24][CH:25]=3)[CH:20]=[C:16]2[CH:15]=[CH:14][CH:13]=1.O. (9) Given the product [NH2:1][C:2]1[S:3][CH:4]=[C:5]2[C:10]=1[C:9](=[O:11])[N:8]([C:12]1[CH:17]=[CH:16][C:15]([F:42])=[CH:14][CH:13]=1)[N:7]=[C:6]2[C:19]([NH:21][CH:22]1[CH2:24][CH2:23]1)=[O:20], predict the reactants needed to synthesize it. The reactants are: [NH2:1][C:2]1[S:3][CH:4]=[C:5]2[C:10]=1[C:9](=[O:11])[N:8]([C:12]1[CH:17]=[CH:16][C:15](Cl)=[CH:14][CH:13]=1)[N:7]=[C:6]2[C:19]([NH:21][CH:22]([CH3:24])[CH3:23])=[O:20].NC1SC=C2C=1C(=O)N(C1C=CC([F:42])=CC=1)N=C2C(O)=O.C1(N)CC1.